This data is from Peptide-MHC class I binding affinity with 185,985 pairs from IEDB/IMGT. The task is: Regression. Given a peptide amino acid sequence and an MHC pseudo amino acid sequence, predict their binding affinity value. This is MHC class I binding data. (1) The peptide sequence is GLIQYPTAW. The MHC is HLA-B18:01 with pseudo-sequence HLA-B18:01. The binding affinity (normalized) is 0.0847. (2) The peptide sequence is ISDSNPYLTQW. The MHC is Mamu-A2601 with pseudo-sequence Mamu-A2601. The binding affinity (normalized) is 0. (3) The peptide sequence is FRYNGLIHR. The MHC is Mamu-B17 with pseudo-sequence Mamu-B17. The binding affinity (normalized) is 0.0698. (4) The peptide sequence is DETFVHSGF. The MHC is HLA-A03:01 with pseudo-sequence HLA-A03:01. The binding affinity (normalized) is 0.0847. (5) The peptide sequence is SMIEAESSV. The MHC is HLA-A02:01 with pseudo-sequence HLA-A02:01. The binding affinity (normalized) is 0.531. (6) The peptide sequence is ILTRLALFF. The MHC is HLA-A02:12 with pseudo-sequence HLA-A02:12. The binding affinity (normalized) is 0.0847. (7) The peptide sequence is WQNLAWAGV. The MHC is HLA-A02:16 with pseudo-sequence HLA-A02:16. The binding affinity (normalized) is 0.898. (8) The peptide sequence is GINDRNFWR. The MHC is HLA-A31:01 with pseudo-sequence HLA-A31:01. The binding affinity (normalized) is 0.872.